This data is from Forward reaction prediction with 1.9M reactions from USPTO patents (1976-2016). The task is: Predict the product of the given reaction. (1) Given the reactants Cl[C:2]1[C:7]([C:8]2[CH:9]=[CH:10][C:11]3[N:12]([N:14]=[CH:15][N:16]=3)[CH:13]=2)=[CH:6][CH:5]=[CH:4][N:3]=1.[Br-].[CH3:18][C:19]1[N:24]=[C:23]([Zn+])[CH:22]=[CH:21][CH:20]=1, predict the reaction product. The product is: [CH3:18][C:19]1[N:24]=[C:23]([C:2]2[C:7]([C:8]3[CH:9]=[CH:10][C:11]4[N:12]([N:14]=[CH:15][N:16]=4)[CH:13]=3)=[CH:6][CH:5]=[CH:4][N:3]=2)[CH:22]=[CH:21][CH:20]=1. (2) Given the reactants [F:1][C:2]1[CH:7]=[CH:6][C:5]([CH:8]([C:22]2[CH:27]=[CH:26][C:25]([F:28])=[CH:24][CH:23]=2)[NH:9][C:10](=[O:21])[C:11]([C:14]2[CH:19]=[CH:18][C:17]([OH:20])=[CH:16][CH:15]=2)([CH3:13])[CH3:12])=[CH:4][CH:3]=1.Cl[CH2:30][C:31]1[C:32]([C:37]([O:39][CH2:40][CH3:41])=[O:38])=[N:33][O:34][C:35]=1[CH3:36], predict the reaction product. The product is: [F:1][C:2]1[CH:3]=[CH:4][C:5]([CH:8]([NH:9][C:10](=[O:21])[C:11]([C:14]2[CH:19]=[CH:18][C:17]([O:20][CH2:30][C:31]3[C:32]([C:37]([O:39][CH2:40][CH3:41])=[O:38])=[N:33][O:34][C:35]=3[CH3:36])=[CH:16][CH:15]=2)([CH3:12])[CH3:13])[C:22]2[CH:23]=[CH:24][C:25]([F:28])=[CH:26][CH:27]=2)=[CH:6][CH:7]=1. (3) The product is: [Cl:1][C:2]1[CH:3]=[C:4]([N:8]2[N:12]=[N:11][C:10]([CH:13]([N:15]3[CH2:20][CH2:19][CH2:18][N:17]=[C:16]3[S:21][CH3:22])[CH3:14])=[N:9]2)[CH:5]=[CH:6][CH:7]=1. Given the reactants [Cl:1][C:2]1[CH:3]=[C:4]([N:8]2[N:12]=[N:11][C:10]([CH:13]([N:15]3[CH2:20][CH2:19][CH2:18][NH:17][C:16]3=[S:21])[CH3:14])=[N:9]2)[CH:5]=[CH:6][CH:7]=1.[CH3:22]C(C)([O-])C.[Na+].IC, predict the reaction product. (4) Given the reactants [CH2:1]([O:3][C:4](=[O:34])[CH2:5][C:6]1[CH:7]=[N:8][CH:9]=[C:10]([C:12]2[CH:17]=[CH:16][C:15]([C:18]#[N:19])=[CH:14][C:13]=2[CH2:20][N:21]([CH2:27][C:28]2[CH:33]=[CH:32][CH:31]=[CH:30][CH:29]=2)[C:22]([CH:24]2[CH2:26][CH2:25]2)=[O:23])[CH:11]=1)[CH3:2].C([Sn](=O)CCCC)CCC.[N:45]([Si](C)(C)C)=[N+:46]=[N-:47], predict the reaction product. The product is: [CH2:1]([O:3][C:4](=[O:34])[CH2:5][C:6]1[CH:7]=[N:8][CH:9]=[C:10]([C:12]2[CH:17]=[CH:16][C:15]([C:18]3[N:45]=[N:46][NH:47][N:19]=3)=[CH:14][C:13]=2[CH2:20][N:21]([CH2:27][C:28]2[CH:29]=[CH:30][CH:31]=[CH:32][CH:33]=2)[C:22]([CH:24]2[CH2:26][CH2:25]2)=[O:23])[CH:11]=1)[CH3:2].[CH2:27]([N:21]([CH2:20][C:13]1[CH:14]=[C:15]([C:18]2[N:45]=[N:46][NH:47][N:19]=2)[CH:16]=[CH:17][C:12]=1[C:10]1[CH:11]=[C:6]([CH2:5][C:4]([OH:3])=[O:34])[CH:7]=[N:8][CH:9]=1)[C:22]([CH:24]1[CH2:25][CH2:26]1)=[O:23])[C:28]1[CH:33]=[CH:32][CH:31]=[CH:30][CH:29]=1. (5) Given the reactants [NH2:1][C:2]1[C:7]([OH:8])=[CH:6][C:5]([CH2:9][C:10]([O:12][CH2:13][CH3:14])=[O:11])=[CH:4][C:3]=1[F:15].[F:16][C:17]1[CH:18]=[CH:19][C:20]([CH3:26])=[C:21]([N:23]=[C:24]=S)[CH:22]=1, predict the reaction product. The product is: [F:16][C:17]1[CH:18]=[CH:19][C:20]([CH3:26])=[C:21]([NH:23][C:24]2[O:8][C:7]3[CH:6]=[C:5]([CH2:9][C:10]([O:12][CH2:13][CH3:14])=[O:11])[CH:4]=[C:3]([F:15])[C:2]=3[N:1]=2)[CH:22]=1. (6) Given the reactants [F:1][C:2]1[CH:20]=[CH:19][C:5]([CH2:6][CH:7]2[CH2:13][CH:12]3[N:14]([C:15](=[O:18])[CH2:16][OH:17])[CH:9]([CH2:10][CH2:11]3)[CH2:8]2)=[CH:4][CH:3]=1.[H-].[Na+].Cl[C:24]1[C:29]([N+:30]([O-:32])=[O:31])=[CH:28][C:27]([Cl:33])=[CH:26][N:25]=1, predict the reaction product. The product is: [N+:30]([C:29]1[C:24]([O:17][CH2:16][C:15]([N:14]2[CH:9]3[CH2:10][CH2:11][CH:12]2[CH2:13][CH:7]([CH2:6][C:5]2[CH:4]=[CH:3][C:2]([F:1])=[CH:20][CH:19]=2)[CH2:8]3)=[O:18])=[N:25][CH:26]=[C:27]([Cl:33])[CH:28]=1)([O-:32])=[O:31].